From a dataset of Forward reaction prediction with 1.9M reactions from USPTO patents (1976-2016). Predict the product of the given reaction. (1) Given the reactants CO[C:3]([CH3:15])([CH3:14])[CH2:4][NH:5][C:6](=[O:13])[C:7]1[CH:12]=[CH:11][CH:10]=[CH:9][CH:8]=1.[F:16][C:17]1[CH:22]=[CH:21][C:20]([N:23]2[C:31]3[CH:30]=[CH:29][CH:28]=[C:27]([NH2:32])[C:26]=3[CH:25]=[N:24]2)=[CH:19][CH:18]=1.CC1(C)CN1C(C1C=CC=CC=1)=O.COC, predict the reaction product. The product is: [F:16][C:17]1[CH:18]=[CH:19][C:20]([N:23]2[C:31]3[C:26](=[C:27]([NH:32][C:3]([CH3:15])([CH3:14])[CH2:4][NH:5][C:6](=[O:13])[C:7]4[CH:12]=[CH:11][CH:10]=[CH:9][CH:8]=4)[CH:28]=[CH:29][CH:30]=3)[CH:25]=[N:24]2)=[CH:21][CH:22]=1. (2) Given the reactants [NH2:1][CH:2]([C:24]1[C:33]2[C:28](=[CH:29][CH:30]=[C:31]([O:34][CH3:35])[CH:32]=2)[N:27]=[CH:26][C:25]=1[F:36])[CH2:3][CH2:4][CH:5]1[CH2:10][CH2:9][N:8]([CH2:11][CH2:12][S:13][C:14]2[S:15][CH:16]=[CH:17][CH:18]=2)[CH2:7][CH:6]1[CH2:19][C:20]([O:22]C)=[O:21].[OH-].[Na+].O1CCOCC1, predict the reaction product. The product is: [NH2:1][CH:2]([C:24]1[C:33]2[C:28](=[CH:29][CH:30]=[C:31]([O:34][CH3:35])[CH:32]=2)[N:27]=[CH:26][C:25]=1[F:36])[CH2:3][CH2:4][CH:5]1[CH2:10][CH2:9][N:8]([CH2:11][CH2:12][S:13][C:14]2[S:15][CH:16]=[CH:17][CH:18]=2)[CH2:7][CH:6]1[CH2:19][C:20]([OH:22])=[O:21]. (3) Given the reactants Br[C:2]1[CH:3]=[CH:4][C:5]2[C:6](=[O:16])[C:7]3[C:12]([O:13][C:14]=2[CH:15]=1)=[CH:11][CH:10]=[CH:9][CH:8]=3.[C:17]([NH:20][C:21]1[CH:26]=[CH:25][CH:24]=[CH:23][C:22]=1B(O)O)(=[O:19])[CH3:18].C(=O)([O-])[O-].[Cs+].[Cs+].O1CCOCC1, predict the reaction product. The product is: [O:16]=[C:6]1[C:5]2[CH:4]=[CH:3][C:2]([C:22]3[CH:23]=[CH:24][CH:25]=[CH:26][C:21]=3[NH:20][C:17](=[O:19])[CH3:18])=[CH:15][C:14]=2[O:13][C:12]2[C:7]1=[CH:8][CH:9]=[CH:10][CH:11]=2.